This data is from Forward reaction prediction with 1.9M reactions from USPTO patents (1976-2016). The task is: Predict the product of the given reaction. Given the reactants IC1C=C2C(=CC=1)NC(=O)C2=O.C(C1C=CC(B(O)O)=CC=1)(C)(C)C.[C:26]([O-:29])(O)=[O:27].[Na+].[C:31]([C:35]1[CH:40]=[CH:39][C:38]([C:41]2[CH:42]=[C:43]3[C:47](=[CH:48][CH:49]=2)[NH:46]C(=O)C3=O)=[CH:37][CH:36]=1)([CH3:34])([CH3:33])[CH3:32], predict the reaction product. The product is: [NH2:46][C:47]1[CH:43]=[CH:42][C:41]([C:38]2[CH:39]=[CH:40][C:35]([C:31]([CH3:34])([CH3:33])[CH3:32])=[CH:36][CH:37]=2)=[CH:49][C:48]=1[C:26]([OH:29])=[O:27].